Dataset: Full USPTO retrosynthesis dataset with 1.9M reactions from patents (1976-2016). Task: Predict the reactants needed to synthesize the given product. (1) The reactants are: [CH3:1][O:2][C:3](=[O:35])[C:4]1[CH:9]=[C:8]([O:10][C:11]2[CH:16]=[CH:15][C:14]([NH2:17])=[C:13]([O:18][CH2:19][CH2:20][CH2:21][CH2:22][CH3:23])[CH:12]=2)[CH:7]=[CH:6][C:5]=1[NH:24][S:25]([C:28]1[CH:33]=[CH:32][C:31]([CH3:34])=[CH:30][CH:29]=1)(=[O:27])=[O:26].[C:36]1([CH3:46])[CH:41]=[CH:40][C:39]([S:42](Cl)(=[O:44])=[O:43])=[CH:38][CH:37]=1.N1C=CC=CC=1. Given the product [CH3:1][O:2][C:3](=[O:35])[C:4]1[CH:9]=[C:8]([O:10][C:11]2[CH:16]=[CH:15][C:14]([NH:17][S:42]([C:39]3[CH:40]=[CH:41][C:36]([CH3:46])=[CH:37][CH:38]=3)(=[O:44])=[O:43])=[C:13]([O:18][CH2:19][CH2:20][CH2:21][CH2:22][CH3:23])[CH:12]=2)[CH:7]=[CH:6][C:5]=1[NH:24][S:25]([C:28]1[CH:29]=[CH:30][C:31]([CH3:34])=[CH:32][CH:33]=1)(=[O:27])=[O:26], predict the reactants needed to synthesize it. (2) Given the product [NH2:17][C:15]1[N:14]=[CH:13][N:12]=[C:11]2[O:10][N:9]=[C:8]([C:5]3[CH:6]=[CH:7][C:2]([NH:1][C:32]([NH:31][C:27]4[CH:28]=[CH:29][CH:30]=[C:25]([CH3:24])[CH:26]=4)=[O:33])=[CH:3][CH:4]=3)[C:16]=12, predict the reactants needed to synthesize it. The reactants are: [NH2:1][C:2]1[CH:7]=[CH:6][C:5]([C:8]2[C:16]3[C:11](=[N:12][CH:13]=[N:14][C:15]=3[NH2:17])[O:10][N:9]=2)=[CH:4][CH:3]=1.N1C=CC=CC=1.[CH3:24][C:25]1[CH:26]=[C:27]([N:31]=[C:32]=[O:33])[CH:28]=[CH:29][CH:30]=1. (3) Given the product [Cl:12][C:9]1[CH:10]=[CH:11][C:6]2[S:5][CH:4]=[C:3]([CH2:2][N:16]3[CH2:17][CH2:18][N:13]([C:19]4[N:20]=[CH:21][CH:22]=[CH:23][N:24]=4)[CH2:14][CH2:15]3)[C:7]=2[CH:8]=1, predict the reactants needed to synthesize it. The reactants are: Br[CH2:2][C:3]1[C:7]2[CH:8]=[C:9]([Cl:12])[CH:10]=[CH:11][C:6]=2[S:5][CH:4]=1.[N:13]1([C:19]2[N:24]=[CH:23][CH:22]=[CH:21][N:20]=2)[CH2:18][CH2:17][NH:16][CH2:15][CH2:14]1. (4) Given the product [CH3:24][O:23][C:18]1[CH:17]=[C:16]([CH:21]=[CH:20][C:19]=1[CH3:22])[CH2:15][NH:14][C:10]1[CH:9]=[C:8]([C:4]2[CH:3]=[C:2]([OH:1])[CH:7]=[CH:6][CH:5]=2)[CH:13]=[N:12][CH:11]=1, predict the reactants needed to synthesize it. The reactants are: [OH:1][C:2]1[CH:3]=[C:4]([C:8]2[CH:9]=[C:10]([NH:14][C:15](=O)[C:16]3[CH:21]=[CH:20][C:19]([CH3:22])=[C:18]([O:23][CH3:24])[CH:17]=3)[CH:11]=[N:12][CH:13]=2)[CH:5]=[CH:6][CH:7]=1. (5) The reactants are: [CH3:1][C:2]1[CH:6]=[C:5]([CH2:7][C:8]([OH:10])=O)[O:4][N:3]=1.C1N=CN(C(N2C=NC=C2)=O)C=1.Cl.[CH3:24][O:25][NH:26][CH3:27]. Given the product [CH3:24][O:25][N:26]([CH3:27])[C:8](=[O:10])[CH2:7][C:5]1[O:4][N:3]=[C:2]([CH3:1])[CH:6]=1, predict the reactants needed to synthesize it. (6) The reactants are: CON(C)[C:4]([C@@H:6]1[CH2:11][N:10]2[CH2:12][CH2:13][CH2:14][C@@H:9]2[CH2:8][N:7]1[C:15]([O:17][C:18]([CH3:21])([CH3:20])[CH3:19])=[O:16])=[O:5].[CH3:23][Mg]Cl.[Cl-].[NH4+]. Given the product [C:4]([C@@H:6]1[CH2:11][N:10]2[CH2:12][CH2:13][CH2:14][C@@H:9]2[CH2:8][N:7]1[C:15]([O:17][C:18]([CH3:19])([CH3:20])[CH3:21])=[O:16])(=[O:5])[CH3:23], predict the reactants needed to synthesize it.